Dataset: Reaction yield outcomes from USPTO patents with 853,638 reactions. Task: Predict the reaction yield, written as a fraction of the theoretical maximum amount of product (1.0 means a 100% yield; for example, 0.34 means a 34% yield). (1) The reactants are [F:1][C:2]1[CH:3]=[CH:4][C:5]([O:10][C:11]2[CH:12]=[C:13]3[C:17](=[CH:18][CH:19]=2)[N:16]([CH2:20][CH:21]([CH3:23])[CH3:22])[N:15]=[CH:14]3)=[C:6]([CH:9]=1)[C:7]#[N:8].N#N.Cl. The catalyst is CO.[OH-].[OH-].[Pd+2]. The product is [F:1][C:2]1[CH:3]=[CH:4][C:5]([O:10][C:11]2[CH:12]=[C:13]3[C:17](=[CH:18][CH:19]=2)[N:16]([CH2:20][CH:21]([CH3:23])[CH3:22])[N:15]=[CH:14]3)=[C:6]([CH:9]=1)[CH2:7][NH2:8]. The yield is 0.960. (2) The reactants are [CH:1]([C:4]1[C:9]([C:10]([OH:12])=O)=[C:8]([CH3:13])[CH:7]=[C:6]([N:14]2[CH2:19][CH2:18][O:17][CH2:16][CH2:15]2)[N:5]=1)([CH3:3])[CH3:2].C(N(CC)CC)C.Cl.[NH2:28][CH2:29][CH2:30][CH:31]([OH:36])[C:32]([F:35])([F:34])[F:33]. The catalyst is O1CCCC1.C(OCC)(=O)C.[Cl-].[NH4+]. The product is [CH:1]([C:4]1[C:9]([C:10]([NH:28][CH2:29][CH2:30][CH:31]([OH:36])[C:32]([F:35])([F:34])[F:33])=[O:12])=[C:8]([CH3:13])[CH:7]=[C:6]([N:14]2[CH2:19][CH2:18][O:17][CH2:16][CH2:15]2)[N:5]=1)([CH3:2])[CH3:3]. The yield is 0.600. (3) The reactants are Br[C:2]1[CH:3]=[C:4]([CH:8]=[CH:9][CH:10]=1)[N:5]([CH3:7])[CH3:6].CCCCCC.C([Li])CCC.C(OC([N:29]1[CH2:34][CH2:33][C:32](=O)[CH2:31][CH2:30]1)=O)(C)(C)C.[Cl-].[NH4+].[OH-].[Na+]. The catalyst is O1CCCC1. The product is [CH3:6][N:5]([CH3:7])[C:4]1[CH:3]=[C:2]([C:32]2[CH2:33][CH2:34][NH:29][CH2:30][CH:31]=2)[CH:10]=[CH:9][CH:8]=1. The yield is 0.100. (4) The reactants are C[O:2][C:3]([C:5]1[S:6][C:7]([C:27]#[C:28][C:29]([CH3:32])([CH3:31])[CH3:30])=[CH:8][C:9]=1[N:10]1[C@H:15]([CH:16]2[CH2:21][CH2:20][CH2:19][CH2:18][CH2:17]2)[CH2:14][O:13][C@H:12]([CH2:22][C@H:23]([OH:25])[CH3:24])[C:11]1=[O:26])=[O:4].O[Li].O. The catalyst is C1COCC1.CO.O. The product is [CH:16]1([C@H:15]2[N:10]([C:9]3[CH:8]=[C:7]([C:27]#[C:28][C:29]([CH3:32])([CH3:31])[CH3:30])[S:6][C:5]=3[C:3]([OH:4])=[O:2])[C:11](=[O:26])[C@@H:12]([CH2:22][C@H:23]([OH:25])[CH3:24])[O:13][CH2:14]2)[CH2:17][CH2:18][CH2:19][CH2:20][CH2:21]1. The yield is 0.930.